Dataset: Forward reaction prediction with 1.9M reactions from USPTO patents (1976-2016). Task: Predict the product of the given reaction. (1) Given the reactants [C:1]([O:5][C:6]([N:8]([C@@H:20]1[CH2:24][CH2:23][N:22]([CH2:25][C:26]2[CH:31]=[CH:30][CH:29]=[C:28]([F:32])[CH:27]=2)[CH2:21]1)[C:9]1[N:14]=[CH:13][C:12](/[CH:15]=[CH:16]/[C:17](O)=[O:18])=[CH:11][CH:10]=1)=[O:7])([CH3:4])([CH3:3])[CH3:2].[O:33]1[CH2:38][CH2:37][CH2:36][CH2:35][CH:34]1[O:39][NH2:40].C1C=CC2N(O)N=NC=2C=1.CCN=C=NCCCN(C)C, predict the reaction product. The product is: [F:32][C:28]1[CH:27]=[C:26]([CH:31]=[CH:30][CH:29]=1)[CH2:25][N:22]1[CH2:23][CH2:24][C@@H:20]([N:8]([C:9]2[CH:10]=[CH:11][C:12](/[CH:15]=[CH:16]/[C:17](=[O:18])[NH:40][O:39][CH:34]3[CH2:35][CH2:36][CH2:37][CH2:38][O:33]3)=[CH:13][N:14]=2)[C:6](=[O:7])[O:5][C:1]([CH3:3])([CH3:4])[CH3:2])[CH2:21]1. (2) Given the reactants C1N=C(N)C2N=CN([C@@H]3[O:14][C@H](COP(OP(OC[C@H]4O[C@@H](N5C=C(C(N)=O)CC=C5)[C@H](O)[C@@H]4O)(O)=O)(O)=O)[C@@H](O)[C@H]3OP(O)(O)=O)C=2N=1.C(#N)C.[CH3:52][O:53][C:54]1[CH:55]=[CH:56][C:57](/[CH:61]=[CH:62]\[C:63]2[CH:64]=[C:65]([O:73][CH3:74])[C:66]([O:71][CH3:72])=[C:67]([O:69][CH3:70])[CH:68]=2)=[CH:58][C:59]=1[OH:60], predict the reaction product. The product is: [CH3:52][O:53][C:54]1[CH:55]=[CH:56][C:57]([CH2:61][C@@H:62]([OH:14])[C:63]2[CH:68]=[C:67]([O:69][CH3:70])[C:66]([O:71][CH3:72])=[C:65]([O:73][CH3:74])[CH:64]=2)=[CH:58][C:59]=1[OH:60]. (3) Given the reactants [CH2:1]([O:3][C:4]1[CH:14]=[CH:13][C:7]([CH:8]=[CH:9][C:10]([OH:12])=[O:11])=[CH:6][CH:5]=1)[CH3:2], predict the reaction product. The product is: [CH2:1]([O:3][C:4]1[CH:14]=[CH:13][C:7]([CH2:8][CH2:9][C:10]([OH:12])=[O:11])=[CH:6][CH:5]=1)[CH3:2]. (4) Given the reactants [NH:1](C(OC(C)(C)C)=O)[C@H:2]([C:15]([O:17]N1C(=O)CCC1=O)=O)[CH2:3][CH2:4][CH2:5][CH2:6][NH:7]C(OC(C)(C)C)=O.[NH2:32][CH2:33][C:34]([OH:36])=[O:35], predict the reaction product. The product is: [CH2:4]([CH2:3][C@H:2]([NH2:1])[C:15]([NH:32][CH2:33][C:34]([OH:36])=[O:35])=[O:17])[CH2:5][CH2:6][NH2:7]. (5) Given the reactants Cl.Cl.[F:3][C:4]1[CH:9]=[C:8]([C:10]#[N:11])[CH:7]=[CH:6][C:5]=1[C:12]1[CH:17]=[CH:16][C:15]([O:18][C:19]([F:22])([F:21])[F:20])=[C:14]([CH2:23][NH:24][C@H:25]2[CH2:30][CH2:29][NH:28][CH2:27][C@H:26]2[C:31]2[CH:36]=[CH:35][CH:34]=[CH:33][CH:32]=2)[CH:13]=1.C(N(CC)CC)C.Cl[C:45](=[O:51])[C:46]([O:48][CH2:49][CH3:50])=[O:47], predict the reaction product. The product is: [C:10]([C:8]1[CH:7]=[CH:6][C:5]([C:12]2[CH:17]=[CH:16][C:15]([O:18][C:19]([F:21])([F:22])[F:20])=[C:14]([CH2:23][NH:24][C@H:25]3[CH2:30][CH2:29][N:28]([C:45](=[O:51])[C:46]([O:48][CH2:49][CH3:50])=[O:47])[CH2:27][C@H:26]3[C:31]3[CH:32]=[CH:33][CH:34]=[CH:35][CH:36]=3)[CH:13]=2)=[C:4]([F:3])[CH:9]=1)#[N:11]. (6) Given the reactants ClC1C=C2C(C)(C)/C(=C\C=C(/C3C=CC=C(CCCCC(O[N:70]4[C:74](=[O:75])[CH2:73][CH2:72][C:71]4=[O:76])=O)C=3)\C=C\C3C(C)(C)C4C5C=C(S([O-])(=O)=O)C=C(S([O-])(=O)=O)C=5C=CC=4[N+]=3CCCCS([O-])(=O)=O)/N=C2N(CCCCS([O-])(=O)=O)C=1.[Na+:77].[Na+].[Na+].[C:80]([CH2:83][CH2:84][CH2:85][CH2:86][C:87]1[CH:88]=[C:89](/[C:93](=[CH:119]\[CH:120]=[C:121]2/[C:122]([CH3:140])([CH3:139])[C:123]3[C:124](=[N:138]/2)[N:125]([CH2:130][CH2:131][CH2:132][CH2:133][S:134]([O-:137])(=[O:136])=[O:135])[CH:126]=[C:127]([Cl:129])[CH:128]=3)/[CH:94]=[CH:95]/[C:96]2[C:104]([CH3:106])([CH3:105])[C:103]3[C:98](=[CH:99][CH:100]=[C:101]([S:107]([O-:110])(=[O:109])=[O:108])[CH:102]=3)[N+:97]=2[CH2:111][CH2:112][CH2:113][CH2:114][S:115]([O-:118])(=[O:117])=[O:116])[CH:90]=[CH:91][CH:92]=1)([OH:82])=[O:81].[Na+].[Na+], predict the reaction product. The product is: [Cl:129][C:127]1[CH:128]=[C:123]2[C:122]([CH3:140])([CH3:139])/[C:121](=[CH:120]\[CH:119]=[C:93](/[C:89]3[CH:90]=[CH:91][CH:92]=[C:87]([CH2:86][CH2:85][CH2:84][CH2:83][C:80]([O:82][N:70]4[C:74](=[O:75])[CH2:73][CH2:72][C:71]4=[O:76])=[O:81])[CH:88]=3)\[CH:94]=[CH:95]\[C:96]3[C:104]([CH3:105])([CH3:106])[C:103]4[C:98](=[CH:99][CH:100]=[C:101]([S:107]([O-:110])(=[O:108])=[O:109])[CH:102]=4)[N+:97]=3[CH2:111][CH2:112][CH2:113][CH2:114][S:115]([O-:118])(=[O:116])=[O:117])/[N:138]=[C:124]2[N:125]([CH2:130][CH2:131][CH2:132][CH2:133][S:134]([O-:137])(=[O:136])=[O:135])[CH:126]=1.[Na+:77].[Na+:77].